From a dataset of Full USPTO retrosynthesis dataset with 1.9M reactions from patents (1976-2016). Predict the reactants needed to synthesize the given product. (1) The reactants are: [CH:1]1([CH2:6][CH:7]([C:11]2[CH:16]=[CH:15][C:14]([C:17]#[C:18][C:19]([OH:23])([CH3:22])[CH2:20][CH3:21])=[CH:13][CH:12]=2)[C:8](O)=[O:9])[CH2:5][CH2:4][CH2:3][CH2:2]1.F[P-](F)(F)(F)(F)F.N1(O[P+](N(C)C)(N(C)C)N(C)C)C2C=CC=CC=2N=N1.C(N(CC)CC)C.[NH2:58][C:59]1[S:60][CH:61]=[CH:62][N:63]=1. Given the product [CH:1]1([CH2:6][CH:7]([C:11]2[CH:16]=[CH:15][C:14]([C:17]#[C:18][C:19]([OH:23])([CH3:22])[CH2:20][CH3:21])=[CH:13][CH:12]=2)[C:8]([NH:58][C:59]2[S:60][CH:61]=[CH:62][N:63]=2)=[O:9])[CH2:2][CH2:3][CH2:4][CH2:5]1, predict the reactants needed to synthesize it. (2) Given the product [Cl:1][C:2]1[CH:7]=[C:6]([CH:5]=[CH:4][C:3]=1[NH:10][C:11]([C:13]1[CH:17]=[C:16]([C:18]2[CH:23]=[CH:22][C:21]([O:24][CH:25]([CH3:26])[CH3:27])=[C:20]([Cl:28])[CH:19]=2)[O:15][N:14]=1)=[O:12])[CH2:8][NH:29][CH:30]([CH3:35])[CH2:31][C:32]([OH:34])=[O:33], predict the reactants needed to synthesize it. The reactants are: [Cl:1][C:2]1[CH:7]=[C:6]([CH:8]=O)[CH:5]=[CH:4][C:3]=1[NH:10][C:11]([C:13]1[CH:17]=[C:16]([C:18]2[CH:23]=[CH:22][C:21]([O:24][CH:25]([CH3:27])[CH3:26])=[C:20]([Cl:28])[CH:19]=2)[O:15][N:14]=1)=[O:12].[NH2:29][CH:30]([CH3:35])[CH2:31][C:32]([OH:34])=[O:33].CC(O)=O.C([BH3-])#N.[Na+]. (3) Given the product [CH3:13][C:10]1[S:9][C:8]([C:7]2[CH:6]=[CH:5][N:4]=[CH:3][C:2]=2[N:14]2[CH2:19][CH2:18][CH:17]([C:20]([O:22][CH2:23][CH3:24])=[O:21])[CH2:16][CH2:15]2)=[N:12][CH:11]=1, predict the reactants needed to synthesize it. The reactants are: F[C:2]1[CH:3]=[N:4][CH:5]=[CH:6][C:7]=1[C:8]1[S:9][C:10]([CH3:13])=[CH:11][N:12]=1.[NH:14]1[CH2:19][CH2:18][CH:17]([C:20]([O:22][CH2:23][CH3:24])=[O:21])[CH2:16][CH2:15]1.C(=O)([O-])[O-].[K+].[K+].CN1C(=O)CCC1. (4) Given the product [C:3]([C:2]([NH:1][C:24](=[S:25])[C:23]1[CH:22]=[CH:21][C:20]([C:19]([F:18])([F:29])[F:30])=[CH:28][CH:27]=1)([CH3:17])[CH2:5][N:6]1[CH:14]=[C:13]2[C:8]([CH:9]=[C:10]([Cl:16])[CH:11]=[C:12]2[Cl:15])=[N:7]1)#[N:4], predict the reactants needed to synthesize it. The reactants are: [NH2:1][C:2]([CH3:17])([CH2:5][N:6]1[CH:14]=[C:13]2[C:8]([CH:9]=[C:10]([Cl:16])[CH:11]=[C:12]2[Cl:15])=[N:7]1)[C:3]#[N:4].[F:18][C:19]([F:30])([F:29])[C:20]1[CH:28]=[CH:27][C:23]([C:24](Cl)=[S:25])=[CH:22][CH:21]=1.